Dataset: Forward reaction prediction with 1.9M reactions from USPTO patents (1976-2016). Task: Predict the product of the given reaction. (1) Given the reactants [Si:1]([O:8][C@H:9]1[CH2:18][C:17]2([CH2:21][CH2:20][CH2:19]2)[CH2:16][C:15]2[N:14]=[C:13]([CH:22]([CH3:24])[CH3:23])[C:12]([CH:25]=[O:26])=[C:11]([C:27]3[CH2:28][CH2:29][O:30][CH2:31][CH:32]=3)[C:10]1=2)([C:4]([CH3:7])([CH3:6])[CH3:5])([CH3:3])[CH3:2].I[C:34]1[CH:35]=[CH:36][C:37]([C:42]([F:45])([F:44])[F:43])=[C:38]([CH:41]=1)[C:39]#[N:40].C([Mg]Cl)(C)C.[Cl-].[Li+].C([Mg]Cl)(C)C, predict the reaction product. The product is: [Si:1]([O:8][C@H:9]1[CH2:18][C:17]2([CH2:21][CH2:20][CH2:19]2)[CH2:16][C:15]2[N:14]=[C:13]([CH:22]([CH3:24])[CH3:23])[C:12]([C@@H:25]([OH:26])[C:34]3[CH:35]=[CH:36][C:37]([C:42]([F:43])([F:44])[F:45])=[C:38]([CH:41]=3)[C:39]#[N:40])=[C:11]([C:27]3[CH2:28][CH2:29][O:30][CH2:31][CH:32]=3)[C:10]1=2)([C:4]([CH3:6])([CH3:7])[CH3:5])([CH3:2])[CH3:3]. (2) Given the reactants [F:1][C:2]([F:15])([F:14])[C:3]1[NH:13][C:6]2=[N:7][CH:8]=[C:9]([CH2:11][NH2:12])[CH:10]=[C:5]2[CH:4]=1.Cl[C:17]1[C:22]([CH3:23])=[C:21]([CH:24]([F:26])[F:25])[N:20]=[CH:19][N:18]=1.CCN(C(C)C)C(C)C, predict the reaction product. The product is: [F:25][CH:24]([F:26])[C:21]1[N:20]=[CH:19][N:18]=[C:17]([NH:12][CH2:11][C:9]2[CH:10]=[C:5]3[CH:4]=[C:3]([C:2]([F:1])([F:14])[F:15])[NH:13][C:6]3=[N:7][CH:8]=2)[C:22]=1[CH3:23]. (3) The product is: [CH3:11][O:10][C:5]1[CH:4]=[CH:3][C:2]([C:6]2[CH:9]=[CH:2][CH:3]=[CH:4][C:20]=2[CH3:23])=[CH:9][C:6]=1[CH:7]=[O:8]. Given the reactants Br[C:2]1[CH:9]=[C:6]([CH:7]=[O:8])[C:5]([O:10][CH3:11])=[CH:4][CH:3]=1.P([O-])([O-])([O-])=O.[K+].[K+].[K+].[CH2:20]([CH2:23]OC)OC, predict the reaction product. (4) Given the reactants [C:1]([O:5][C:6](=[O:16])[NH:7][C@H:8]([CH2:14][CH3:15])[CH2:9][C@H:10]([OH:13])[CH:11]=[CH2:12])([CH3:4])([CH3:3])[CH3:2].N1C=CN=C1.[Si:22](Cl)([C:25]([CH3:28])([CH3:27])[CH3:26])([CH3:24])[CH3:23], predict the reaction product. The product is: [C:1]([O:5][C:6](=[O:16])[NH:7][C@H:8]([CH2:14][CH3:15])[CH2:9][C@H:10]([O:13][Si:22]([C:25]([CH3:28])([CH3:27])[CH3:26])([CH3:24])[CH3:23])[CH:11]=[CH2:12])([CH3:4])([CH3:3])[CH3:2]. (5) Given the reactants [NH2:1][C:2]1[CH:7]=[C:6]([C:8]2[S:9][CH:10]=[CH:11][CH:12]=2)[CH:5]=[CH:4][C:3]=1[NH:13][C:14](=[O:20])[O:15][C:16]([CH3:19])([CH3:18])[CH3:17].Cl[C:22]([O:24][CH2:25][CH3:26])=[O:23], predict the reaction product. The product is: [S:9]1[CH:10]=[CH:11][CH:12]=[C:8]1[C:6]1[CH:5]=[CH:4][C:3]([NH:13][C:14](=[O:20])[O:15][C:16]([CH3:17])([CH3:19])[CH3:18])=[C:2]([NH:1][C:22](=[O:23])[O:24][CH2:25][CH3:26])[CH:7]=1.